From a dataset of Full USPTO retrosynthesis dataset with 1.9M reactions from patents (1976-2016). Predict the reactants needed to synthesize the given product. (1) Given the product [N:12]1[CH:13]=[CH:14][CH:15]=[C:10]([C:7]2[O:6][C:5]([CH2:4][SH:3])=[CH:9][CH:8]=2)[CH:11]=1, predict the reactants needed to synthesize it. The reactants are: C(=O)([S:3][CH2:4][C:5]1[O:6][C:7]([C:10]2[CH:11]=[N:12][CH:13]=[CH:14][CH:15]=2)=[CH:8][CH:9]=1)C.C[S-].[Na+]. (2) Given the product [CH3:17][S:18]([O:9][CH2:8][CH2:7][C:6]1[N:2]([CH3:1])[N:3]=[CH:4][CH:5]=1)(=[O:20])=[O:19], predict the reactants needed to synthesize it. The reactants are: [CH3:1][N:2]1[C:6]([CH2:7][CH2:8][OH:9])=[CH:5][CH:4]=[N:3]1.C(N(CC)CC)C.[CH3:17][S:18](Cl)(=[O:20])=[O:19].O. (3) Given the product [F:1][C:2]1[CH:31]=[CH:30][CH:29]=[CH:28][C:3]=1[CH2:4][N:5]1[C:13]2[C:8](=[CH:9][CH:10]=[CH:11][CH:12]=2)[C:7]([C:14]2[N:19]=[C:18]([NH:20][C:21]3[CH:26]=[CH:25][N:24]=[CH:23][CH:22]=3)[C:17]([O:27][CH2:33][CH:34]([OH:37])[CH2:35][OH:36])=[CH:16][N:15]=2)=[N:6]1, predict the reactants needed to synthesize it. The reactants are: [F:1][C:2]1[CH:31]=[CH:30][CH:29]=[CH:28][C:3]=1[CH2:4][N:5]1[C:13]2[C:8](=[CH:9][CH:10]=[CH:11][CH:12]=2)[C:7]([C:14]2[N:19]=[C:18]([NH:20][C:21]3[CH:26]=[CH:25][N:24]=[CH:23][CH:22]=3)[C:17]([OH:27])=[CH:16][N:15]=2)=[N:6]1.Br[CH2:33][CH:34]([OH:37])[CH2:35][OH:36].C(=O)([O-])[O-].[K+].[K+]. (4) Given the product [O:16]1[C:15]2([CH2:14][CH2:13][CH:12]([N:25]3[CH:24]=[C:23]([I:22])[CH:27]=[N:26]3)[CH2:21][CH2:20]2)[O:19][CH2:18][CH2:17]1, predict the reactants needed to synthesize it. The reactants are: CC1C=CC(S(O[CH:12]2[CH2:21][CH2:20][C:15]3([O:19][CH2:18][CH2:17][O:16]3)[CH2:14][CH2:13]2)(=O)=O)=CC=1.[I:22][C:23]1[CH:24]=[N:25][NH:26][CH:27]=1.C([O-])([O-])=O.[K+].[K+].C1OCCOCCOCCOCCOCCOC1. (5) Given the product [CH3:15][C:14]1[C:10]([C:8]2[NH:6][N:7]=[C:2]([CH3:3])[N:4]=2)=[C:11]([NH:16][C:17](=[O:30])[CH2:18][N:19]2[C:28]3[C:23](=[CH:24][CH:25]=[CH:26][CH:27]=3)[CH2:22][CH2:21][C:20]2=[O:29])[S:12][CH:13]=1, predict the reactants needed to synthesize it. The reactants are: Cl.[C:2](=N)([NH2:4])[CH3:3].[NH:6]([C:8]([C:10]1[C:14]([CH3:15])=[CH:13][S:12][C:11]=1[NH:16][C:17](=[O:30])[CH2:18][N:19]1[C:28]2[C:23](=[CH:24][CH:25]=[CH:26][CH:27]=2)[CH2:22][CH2:21][C:20]1=[O:29])=O)[NH2:7]. (6) Given the product [Cl:21][C:22]1[CH:27]=[CH:26][C:25]([C:4]([C:6]2[C:7]([CH3:19])=[N:8][S:9][C:10]=2[NH:11][C:12](=[O:18])[O:13][C:14]([CH3:15])([CH3:16])[CH3:17])=[O:5])=[CH:24][CH:23]=1, predict the reactants needed to synthesize it. The reactants are: CON(C)[C:4]([C:6]1[C:7]([CH3:19])=[N:8][S:9][C:10]=1[NH:11][C:12](=[O:18])[O:13][C:14]([CH3:17])([CH3:16])[CH3:15])=[O:5].[Cl:21][C:22]1[CH:27]=[CH:26][C:25]([Mg]Br)=[CH:24][CH:23]=1.